From a dataset of Merck oncology drug combination screen with 23,052 pairs across 39 cell lines. Regression. Given two drug SMILES strings and cell line genomic features, predict the synergy score measuring deviation from expected non-interaction effect. (1) Drug 1: O=P1(N(CCCl)CCCl)NCCCO1. Drug 2: COC1CC2CCC(C)C(O)(O2)C(=O)C(=O)N2CCCCC2C(=O)OC(C(C)CC2CCC(OP(C)(C)=O)C(OC)C2)CC(=O)C(C)C=C(C)C(O)C(OC)C(=O)C(C)CC(C)C=CC=CC=C1C. Cell line: NCIH2122. Synergy scores: synergy=14.1. (2) Drug 1: COC12C(COC(N)=O)C3=C(C(=O)C(C)=C(N)C3=O)N1CC1NC12. Drug 2: O=C(O)C1(Cc2cccc(Nc3nccs3)n2)CCC(Oc2cccc(Cl)c2F)CC1. Cell line: T47D. Synergy scores: synergy=-32.3. (3) Drug 1: O=S1(=O)NC2(CN1CC(F)(F)F)C1CCC2Cc2cc(C=CCN3CCC(C(F)(F)F)CC3)ccc2C1. Drug 2: Nc1ccn(C2OC(CO)C(O)C2(F)F)c(=O)n1. Cell line: PA1. Synergy scores: synergy=9.54. (4) Drug 1: COC1CC2CCC(C)C(O)(O2)C(=O)C(=O)N2CCCCC2C(=O)OC(C(C)CC2CCC(OP(C)(C)=O)C(OC)C2)CC(=O)C(C)C=C(C)C(O)C(OC)C(=O)C(C)CC(C)C=CC=CC=C1C. Drug 2: Cn1c(=O)n(-c2ccc(C(C)(C)C#N)cc2)c2c3cc(-c4cnc5ccccc5c4)ccc3ncc21. Cell line: NCIH520. Synergy scores: synergy=77.4. (5) Drug 1: NC1CCCCC1N.O=C(O)C(=O)O.[Pt+2]. Drug 2: CCc1cnn2c(NCc3ccc[n+]([O-])c3)cc(N3CCCCC3CCO)nc12. Cell line: A427. Synergy scores: synergy=-10.2. (6) Drug 1: NC1(c2ccc(-c3nc4ccn5c(=O)[nH]nc5c4cc3-c3ccccc3)cc2)CCC1. Drug 2: Cn1c(=O)n(-c2ccc(C(C)(C)C#N)cc2)c2c3cc(-c4cnc5ccccc5c4)ccc3ncc21. Cell line: A375. Synergy scores: synergy=48.9.